From a dataset of Full USPTO retrosynthesis dataset with 1.9M reactions from patents (1976-2016). Predict the reactants needed to synthesize the given product. Given the product [F:31][C:32]1[CH:37]=[C:36]([F:38])[CH:35]=[CH:34][C:33]=1[NH:39][C:40](=[O:60])[NH:41][C:42]1[CH:43]=[CH:44][C:45]([C:48]2[S:52][C:51]([CH2:53][CH2:54][CH2:55][C:56]([OH:58])=[O:57])=[N:50][N:49]=2)=[CH:46][CH:47]=1, predict the reactants needed to synthesize it. The reactants are: FC(F)(F)C1C=C(NC(=O)NC2C=CC(C3SC(CCC(O)=O)=NC=3)=CC=2)C=CC=1.[F:31][C:32]1[CH:37]=[C:36]([F:38])[CH:35]=[CH:34][C:33]=1[NH:39][C:40](=[O:60])[NH:41][C:42]1[CH:47]=[CH:46][C:45]([C:48]2[S:52][C:51]([CH2:53][CH2:54][CH2:55][C:56]([O:58]C)=[O:57])=[N:50][N:49]=2)=[CH:44][CH:43]=1.